From a dataset of NCI-60 drug combinations with 297,098 pairs across 59 cell lines. Regression. Given two drug SMILES strings and cell line genomic features, predict the synergy score measuring deviation from expected non-interaction effect. (1) Drug 2: C1=NC2=C(N1)C(=S)N=CN2. Synergy scores: CSS=44.3, Synergy_ZIP=-5.52, Synergy_Bliss=-6.37, Synergy_Loewe=-12.8, Synergy_HSA=-2.75. Drug 1: C1CN1P(=S)(N2CC2)N3CC3. Cell line: HOP-62. (2) Drug 1: CC1=C(C=C(C=C1)NC2=NC=CC(=N2)N(C)C3=CC4=NN(C(=C4C=C3)C)C)S(=O)(=O)N.Cl. Drug 2: C(CC(=O)O)C(=O)CN.Cl. Cell line: MALME-3M. Synergy scores: CSS=9.76, Synergy_ZIP=-2.96, Synergy_Bliss=-3.65, Synergy_Loewe=-2.74, Synergy_HSA=-2.64. (3) Cell line: U251. Drug 1: CC1CCCC2(C(O2)CC(NC(=O)CC(C(C(=O)C(C1O)C)(C)C)O)C(=CC3=CSC(=N3)C)C)C. Drug 2: COCCOC1=C(C=C2C(=C1)C(=NC=N2)NC3=CC=CC(=C3)C#C)OCCOC.Cl. Synergy scores: CSS=63.2, Synergy_ZIP=36.2, Synergy_Bliss=45.5, Synergy_Loewe=-22.2, Synergy_HSA=20.2. (4) Drug 1: CC1C(C(CC(O1)OC2CC(CC3=C2C(=C4C(=C3O)C(=O)C5=C(C4=O)C(=CC=C5)OC)O)(C(=O)CO)O)N)O.Cl. Drug 2: C1C(C(OC1N2C=NC3=C2NC=NCC3O)CO)O. Cell line: SR. Synergy scores: CSS=49.7, Synergy_ZIP=-2.89, Synergy_Bliss=0.685, Synergy_Loewe=-27.7, Synergy_HSA=0.542. (5) Drug 1: CCC1(CC2CC(C3=C(CCN(C2)C1)C4=CC=CC=C4N3)(C5=C(C=C6C(=C5)C78CCN9C7C(C=CC9)(C(C(C8N6C=O)(C(=O)OC)O)OC(=O)C)CC)OC)C(=O)OC)O.OS(=O)(=O)O. Drug 2: C1=NNC2=C1C(=O)NC=N2. Cell line: HOP-92. Synergy scores: CSS=-9.68, Synergy_ZIP=3.76, Synergy_Bliss=-1.59, Synergy_Loewe=-8.67, Synergy_HSA=-9.08.